This data is from Reaction yield outcomes from USPTO patents with 853,638 reactions. The task is: Predict the reaction yield, written as a fraction of the theoretical maximum amount of product (1.0 means a 100% yield; for example, 0.34 means a 34% yield). (1) The reactants are [N:1]12[CH2:11]CCN=[C:7]1[CH2:6]CCC[CH2:2]2.Cl.[NH2:13][CH2:14][C:15]1[CH:23]=[CH:22][CH:21]=[C:20]2[C:16]=1[C:17](=[O:33])[N:18]([CH:25]1[CH2:30][CH2:29][C:28](=[O:31])[NH:27][C:26]1=[O:32])[C:19]2=[O:24].C(N=C=[O:39])(C)C. The product is [O:32]=[C:26]1[CH:25]([N:18]2[C:17](=[O:33])[C:16]3[C:20](=[CH:21][CH:22]=[CH:23][C:15]=3[CH2:14][NH:13][C:2]([N:1]([CH3:11])[CH2:7][CH3:6])=[O:39])[C:19]2=[O:24])[CH2:30][CH2:29][C:28](=[O:31])[NH:27]1. The catalyst is CC#N. The yield is 0.360. (2) The reactants are N1C=CC=CC=1.C(B1OB(C=C)OB([CH:17]=[CH2:18])O1)=C.[OH:19][C:20]1[C:21]([N+:30]([O-:32])=[O:31])=[C:22]([CH:27]=[CH:28][CH:29]=1)[C:23]([O:25][CH3:26])=[O:24].N1C=CC=CC=1. The yield is 0.504. The product is [N+:30]([C:21]1[C:20]([O:19][CH:17]=[CH2:18])=[CH:29][CH:28]=[CH:27][C:22]=1[C:23]([O:25][CH3:26])=[O:24])([O-:32])=[O:31]. The catalyst is C([O-])(=O)C.[Cu+2].C([O-])(=O)C.ClCCl.